Dataset: TCR-epitope binding with 47,182 pairs between 192 epitopes and 23,139 TCRs. Task: Binary Classification. Given a T-cell receptor sequence (or CDR3 region) and an epitope sequence, predict whether binding occurs between them. The TCR CDR3 sequence is CSVEKLEGSGELFF. Result: 0 (the TCR does not bind to the epitope). The epitope is RAKFKQLL.